This data is from Full USPTO retrosynthesis dataset with 1.9M reactions from patents (1976-2016). The task is: Predict the reactants needed to synthesize the given product. (1) Given the product [C:33]([N:31]([CH3:32])[C:27]1[CH:26]=[C:25]([O:24][C:18]2[CH:17]=[C:16]3[C:21]([CH2:22][CH2:23][CH:14]([C:12]([NH:11][C:7]4[CH:8]=[CH:9][CH:10]=[C:5]([C:1]([CH3:3])([CH3:2])[CH3:4])[CH:6]=4)=[O:13])[CH2:15]3)=[CH:20][CH:19]=2)[CH:30]=[CH:29][N:28]=1)(=[O:35])[CH3:34], predict the reactants needed to synthesize it. The reactants are: [C:1]([C:5]1[CH:6]=[C:7]([NH:11][C:12]([CH:14]2[CH2:23][CH2:22][C:21]3[C:16](=[CH:17][C:18]([O:24][C:25]4[CH:30]=[CH:29][N:28]=[C:27]([NH:31][CH3:32])[CH:26]=4)=[CH:19][CH:20]=3)[CH2:15]2)=[O:13])[CH:8]=[CH:9][CH:10]=1)([CH3:4])([CH3:3])[CH3:2].[C:33](Cl)(=[O:35])[CH3:34].O. (2) Given the product [C:4]1(/[CH:3]=[CH:2]/[C:1]([NH:12][C:13]2[CH:18]=[CH:17][C:16]([O:19][C:1](=[O:10])/[CH:2]=[CH:3]/[C:4]3[CH:9]=[CH:8][CH:7]=[CH:6][CH:5]=3)=[CH:15][CH:14]=2)=[O:10])[CH:9]=[CH:8][CH:7]=[CH:6][CH:5]=1, predict the reactants needed to synthesize it. The reactants are: [C:1](Cl)(=[O:10])[CH:2]=[CH:3][C:4]1[CH:9]=[CH:8][CH:7]=[CH:6][CH:5]=1.[NH2:12][C:13]1[CH:18]=[CH:17][C:16]([OH:19])=[CH:15][CH:14]=1.ClCCl. (3) Given the product [NH2:24][CH2:23][C:21]1[O:22][C:18]2[CH:17]=[CH:16][C:15]([C:13]3[C:12]4[CH:40]=[CH:41][N:42]([S:43]([C:46]5[CH:51]=[CH:50][C:49]([CH3:52])=[CH:48][CH:47]=5)(=[O:44])=[O:45])[C:11]=4[C:10](=[O:53])[N:9]([CH3:8])[CH:14]=3)=[C:32]([O:33][C:34]3[CH:35]=[CH:36][CH:37]=[CH:38][CH:39]=3)[C:19]=2[N:20]=1, predict the reactants needed to synthesize it. The reactants are: FC(F)(F)C(O)=O.[CH3:8][N:9]1[CH:14]=[C:13]([C:15]2[CH:16]=[CH:17][C:18]3[O:22][C:21]([CH2:23][NH:24]C(=O)OC(C)(C)C)=[N:20][C:19]=3[C:32]=2[O:33][C:34]2[CH:39]=[CH:38][CH:37]=[CH:36][CH:35]=2)[C:12]2[CH:40]=[CH:41][N:42]([S:43]([C:46]3[CH:51]=[CH:50][C:49]([CH3:52])=[CH:48][CH:47]=3)(=[O:45])=[O:44])[C:11]=2[C:10]1=[O:53].